From a dataset of Full USPTO retrosynthesis dataset with 1.9M reactions from patents (1976-2016). Predict the reactants needed to synthesize the given product. (1) Given the product [ClH:39].[CH3:18][N:2]([CH3:1])[CH2:3][C@H:4]([CH3:17])[C@:5]([C:9]1[CH:14]=[CH:13][CH:12]=[C:11]([O:15][CH3:16])[CH:10]=1)([OH:8])[CH2:6][CH3:7], predict the reactants needed to synthesize it. The reactants are: [CH3:1][N:2]([CH3:18])[CH2:3][C@H:4]([CH3:17])[C@:5]([C:9]1[CH:14]=[CH:13][CH:12]=[C:11]([O:15][CH3:16])[CH:10]=1)([OH:8])[CH2:6][CH3:7].B(O)(O)[C@H]1N(C([C@@H](N)C(C)C)=O)CCC1.CS(O)(=O)=O.[ClH:39]. (2) Given the product [C:38]([NH:43][NH:44][C:32](=[O:33])[CH:31]([O:35][CH2:36][CH3:37])[CH2:30][C:27]1[CH:28]=[CH:29][C:24]([C:20]2[CH:21]=[CH:22][CH:23]=[C:18]([CH2:17][N:16]([CH3:15])[C:64](=[O:66])[O:67][C:54]([CH3:53])([CH3:49])[CH3:1])[CH:19]=2)=[CH:25][CH:26]=1)(=[O:42])[CH2:39][CH2:40][CH3:41], predict the reactants needed to synthesize it. The reactants are: [CH3:1]N1CCOCC1.C(OC([CH2:15][NH:16][CH2:17][C:18]1[CH:19]=[C:20]([C:24]2[CH:29]=[CH:28][C:27]([CH2:30][CH:31]([O:35][CH2:36][CH3:37])[C:32](O)=[O:33])=[CH:26][CH:25]=2)[CH:21]=[CH:22][CH:23]=1)=O)(C)(C)C.[C:38]([NH:43][NH2:44])(=[O:42])[CH2:39][CH2:40][CH3:41].ON1C2C=C[CH:53]=[CH:54][C:49]=2N=N1.C(N=C=NC(C)C)(C)C.[C:64]([O:67]CC)(=[O:66])C. (3) Given the product [CH3:9][O:8][C:5]1[CH:6]=[CH:7][C:2]2[N:1]=[C:12]([SH:13])[O:10][C:3]=2[CH:4]=1, predict the reactants needed to synthesize it. The reactants are: [NH2:1][C:2]1[CH:7]=[CH:6][C:5]([O:8][CH3:9])=[CH:4][C:3]=1[OH:10].O(CC)[C:12]([S-])=[S:13].[K+].